This data is from Full USPTO retrosynthesis dataset with 1.9M reactions from patents (1976-2016). The task is: Predict the reactants needed to synthesize the given product. Given the product [CH3:1][O:2][C:3](=[O:17])[C:4]1[CH:9]=[CH:8][C:7]([CH2:10][Br:18])=[CH:6][C:5]=1[C:11]1[CH:12]=[CH:13][CH:14]=[CH:15][CH:16]=1, predict the reactants needed to synthesize it. The reactants are: [CH3:1][O:2][C:3](=[O:17])[C:4]1[CH:9]=[CH:8][C:7]([CH3:10])=[CH:6][C:5]=1[C:11]1[CH:16]=[CH:15][CH:14]=[CH:13][CH:12]=1.[Br:18]N1C(=O)CCC1=O.C(OCC)(=O)C.